From a dataset of NCI-60 drug combinations with 297,098 pairs across 59 cell lines. Regression. Given two drug SMILES strings and cell line genomic features, predict the synergy score measuring deviation from expected non-interaction effect. (1) Drug 1: C1=CC(=C2C(=C1NCCNCCO)C(=O)C3=C(C=CC(=C3C2=O)O)O)NCCNCCO. Drug 2: COC1=C2C(=CC3=C1OC=C3)C=CC(=O)O2. Cell line: NCI-H322M. Synergy scores: CSS=25.4, Synergy_ZIP=1.02, Synergy_Bliss=4.72, Synergy_Loewe=-33.5, Synergy_HSA=5.68. (2) Drug 1: CC1OCC2C(O1)C(C(C(O2)OC3C4COC(=O)C4C(C5=CC6=C(C=C35)OCO6)C7=CC(=C(C(=C7)OC)O)OC)O)O. Drug 2: C1CN1P(=S)(N2CC2)N3CC3. Cell line: SK-MEL-28. Synergy scores: CSS=14.9, Synergy_ZIP=-0.317, Synergy_Bliss=2.02, Synergy_Loewe=-4.87, Synergy_HSA=2.24. (3) Drug 1: C1=CC(=CC=C1CCCC(=O)O)N(CCCl)CCCl. Drug 2: C1C(C(OC1N2C=C(C(=O)NC2=O)F)CO)O. Cell line: CAKI-1. Synergy scores: CSS=40.1, Synergy_ZIP=0.429, Synergy_Bliss=-2.09, Synergy_Loewe=-5.34, Synergy_HSA=1.84.